From a dataset of Forward reaction prediction with 1.9M reactions from USPTO patents (1976-2016). Predict the product of the given reaction. (1) Given the reactants [NH2:1][C:2]1[N:3]=[CH:4][C:5]([C:21]2[CH:31]=[CH:30][C:24]([C:25]([N:27]([CH3:29])[CH3:28])=[O:26])=[CH:23][CH:22]=2)=[N:6][C:7]=1[C:8](=O)[NH:9][NH:10][C:11]([C:13]1[CH:18]=[CH:17][CH:16]=[C:15]([NH2:19])[N:14]=1)=[O:12].CCN(C(C)C)C(C)C.BrP(Br)(C1C=CC=CC=1)(C1C=CC=CC=1)C1C=CC=CC=1.CCOCC, predict the reaction product. The product is: [NH2:1][C:2]1[N:3]=[CH:4][C:5]([C:21]2[CH:22]=[CH:23][C:24]([C:25]([N:27]([CH3:28])[CH3:29])=[O:26])=[CH:30][CH:31]=2)=[N:6][C:7]=1[C:8]1[O:12][C:11]([C:13]2[CH:18]=[CH:17][CH:16]=[C:15]([NH2:19])[N:14]=2)=[N:10][N:9]=1. (2) Given the reactants [CH3:1][C:2]1[CH:3]=[CH:4][C:5]([C:11]2C=N[CH:14]=[CH:13][N:12]=2)=[C:6]([CH:10]=1)[C:7]([OH:9])=[O:8].ClC1[N:23]=[C:22]([O:24][CH3:25])C=CN=1, predict the reaction product. The product is: [CH3:25][O:24][C:22]1[CH:14]=[CH:13][N:12]=[C:11]([C:5]2[CH:4]=[CH:3][C:2]([CH3:1])=[CH:10][C:6]=2[C:7]([OH:9])=[O:8])[N:23]=1. (3) Given the reactants [CH:1]1([C:7]2[CH:30]=[CH:29][CH:28]=[CH:27][C:8]=2[O:9][C:10]2[CH:11]=[N:12][N:13]([CH:17]([CH2:21][CH:22]3[CH2:26][CH2:25][CH2:24][CH2:23]3)[C:18]([OH:20])=O)[C:14](=[O:16])[CH:15]=2)[CH2:6][CH2:5][CH2:4][CH2:3][CH2:2]1.[NH2:31][C:32]1[CH:36]=[CH:35][N:34]([CH2:37][C:38]([CH3:41])([OH:40])[CH3:39])[N:33]=1, predict the reaction product. The product is: [CH:1]1([C:7]2[CH:30]=[CH:29][CH:28]=[CH:27][C:8]=2[O:9][C:10]2[CH:11]=[N:12][N:13]([CH:17]([CH2:21][CH:22]3[CH2:23][CH2:24][CH2:25][CH2:26]3)[C:18]([NH:31][C:32]3[CH:36]=[CH:35][N:34]([CH2:37][C:38]([OH:40])([CH3:39])[CH3:41])[N:33]=3)=[O:20])[C:14](=[O:16])[CH:15]=2)[CH2:6][CH2:5][CH2:4][CH2:3][CH2:2]1. (4) Given the reactants O[C:2]1([C:14]2[CH:19]=[CH:18][CH:17]=[CH:16][C:15]=2[C:20]([F:23])([F:22])[F:21])[CH2:6][CH2:5][CH2:4][N:3]1C(OC(C)(C)C)=O.C(O)(C(F)(F)F)=O.[BH3-]C#N.[Na+], predict the reaction product. The product is: [F:23][C:20]([F:21])([F:22])[C:15]1[CH:16]=[CH:17][CH:18]=[CH:19][C:14]=1[CH:2]1[CH2:6][CH2:5][CH2:4][NH:3]1.